Dataset: Catalyst prediction with 721,799 reactions and 888 catalyst types from USPTO. Task: Predict which catalyst facilitates the given reaction. (1) Reactant: [Cl:1][C:2]1[N:7]=[C:6]([NH:8][CH2:9][CH3:10])[C:5]([N+:11]([O-])=O)=[CH:4][N:3]=1.[H][H]. Product: [Cl:1][C:2]1[N:7]=[C:6]([NH:8][CH2:9][CH3:10])[C:5]([NH2:11])=[CH:4][N:3]=1. The catalyst class is: 446. (2) Reactant: CO[C:3](=[O:18])[C:4]1[C:5](=[CH:9][C:10]([N+:15]([O-:17])=[O:16])=[C:11]([NH2:14])[C:12]=1[CH3:13])[C:6]([OH:8])=O.CCN=C=NCCCN(C)C.Cl.C1C=CC2N(O)N=NC=2C=1.Cl.Cl.[NH2:43][CH:44]1[CH2:49][CH2:48][N:47]([CH3:50])[CH2:46][CH2:45]1. Product: [NH2:14][C:11]1[C:12]([CH3:13])=[C:4]2[C:5](=[CH:9][C:10]=1[N+:15]([O-:17])=[O:16])[C:6](=[O:8])[N:43]([CH:44]1[CH2:49][CH2:48][N:47]([CH3:50])[CH2:46][CH2:45]1)[C:3]2=[O:18]. The catalyst class is: 424. (3) Product: [O:1]([C:3]1[CH:4]=[C:5]2[C:13](=[O:14])[O:15][C:8](=[O:10])[CH2:7][C:6]2=[CH:11][CH:12]=1)[CH3:2]. The catalyst class is: 11. Reactant: [O:1]([C:3]1[CH:4]=[C:5]([C:13]([OH:15])=[O:14])[C:6](=[CH:11][CH:12]=1)[CH2:7][C:8]([OH:10])=O)[CH3:2].C(OC(=O)C)(=O)C. (4) The catalyst class is: 5. Reactant: C(OC(=O)[NH:7][CH2:8][CH:9]1[O:14][CH2:13][CH2:12][N:11]([C:15]2[C:27]3[C:26]4[C:21](=[CH:22][C:23]([C:28](=[O:30])[NH2:29])=[CH:24][CH:25]=4)[NH:20][C:19]=3[N:18]=[CH:17][N:16]=2)[CH2:10]1)(C)(C)C.CC1C=CC(S(O)(=O)=O)=CC=1. Product: [NH2:7][CH2:8][CH:9]1[O:14][CH2:13][CH2:12][N:11]([C:15]2[C:27]3[C:26]4[C:21](=[CH:22][C:23]([C:28]([NH2:29])=[O:30])=[CH:24][CH:25]=4)[NH:20][C:19]=3[N:18]=[CH:17][N:16]=2)[CH2:10]1. (5) Reactant: [Br:1][C:2]1[CH:3]=[C:4]([CH:8]=[CH:9][C:10]=1[O:11][CH3:12])[C:5]([OH:7])=O.[NH2:13][C:14]1[CH:19]=[CH:18][C:17]([N:20]2[CH2:25][CH2:24][O:23][CH2:22][CH2:21]2)=[CH:16][CH:15]=1.CCN=C=NCCCN(C)C.C1C=CC2N(O)N=NC=2C=1.CN1CCOCC1. Product: [Br:1][C:2]1[CH:3]=[C:4]([CH:8]=[CH:9][C:10]=1[O:11][CH3:12])[C:5]([NH:13][C:14]1[CH:15]=[CH:16][C:17]([N:20]2[CH2:25][CH2:24][O:23][CH2:22][CH2:21]2)=[CH:18][CH:19]=1)=[O:7]. The catalyst class is: 18. (6) Reactant: [C:1]([O:5][C:6]([N:8]1[CH2:13][CH2:12][CH:11]([CH2:14][CH2:15][N:16]2[CH2:21][CH2:20][N:19]([C:22]3[CH:27]=[CH:26][CH:25]=[C:24]([C:28](O)=[O:29])[CH:23]=3)[CH2:18][CH2:17]2)[CH2:10][CH2:9]1)=[O:7])([CH3:4])([CH3:3])[CH3:2].[OH-].[Na+]. Product: [C:1]([O:5][C:6]([N:8]1[CH2:13][CH2:12][CH:11]([CH2:14][CH2:15][N:16]2[CH2:17][CH2:18][N:19]([C:22]3[CH:27]=[CH:26][CH:25]=[C:24]([CH2:28][OH:29])[CH:23]=3)[CH2:20][CH2:21]2)[CH2:10][CH2:9]1)=[O:7])([CH3:4])([CH3:2])[CH3:3]. The catalyst class is: 7. (7) Reactant: [N:1]1[N:2]([C:6]2[CH:7]=[C:8]([NH:12][C:13]3[C:18]([C:19]([NH2:21])=[O:20])=[CH:17][N:16]=[C:15](S(C)=O)[N:14]=3)[CH:9]=[CH:10][CH:11]=2)[N:3]=[CH:4][CH:5]=1.[F:25][CH:26]1[CH2:31][CH2:30][CH2:29][CH:28]([NH2:32])[CH:27]1[NH2:33].CCN(C(C)C)C(C)C.C(C#N)(C)=O. Product: [N:1]1[N:2]([C:6]2[CH:7]=[C:8]([NH:12][C:13]3[C:18]([C:19]([NH2:21])=[O:20])=[CH:17][N:16]=[C:15]([NH:32][C@@H:28]4[CH2:29][CH2:30][CH2:31][C@@H:26]([F:25])[C@@H:27]4[NH2:33])[N:14]=3)[CH:9]=[CH:10][CH:11]=2)[N:3]=[CH:4][CH:5]=1. The catalyst class is: 179. (8) Reactant: [NH2:1][C:2]1[CH:33]=[CH:32][C:5]([C:6]([O:8][CH2:9][CH2:10][O:11][C:12](=[O:31])[CH2:13][C@H:14]([N:18]2[C:30]3[CH:29]=[CH:28][CH:27]=[CH:26][C:25]=3[C:24]3[C:19]2=[CH:20][CH:21]=[CH:22][CH:23]=3)[C:15]([OH:17])=[O:16])=[O:7])=[CH:4][CH:3]=1.Cl.N([O-])=O.[Na+].[N-:39]=[N+:40]=[N-].[Na+]. Product: [N:1]([C:2]1[CH:3]=[CH:4][C:5]([C:6]([O:8][CH2:9][CH2:10][O:11][C:12](=[O:31])[CH2:13][C@H:14]([N:18]2[C:19]3[CH:20]=[CH:21][CH:22]=[CH:23][C:24]=3[C:25]3[C:30]2=[CH:29][CH:28]=[CH:27][CH:26]=3)[C:15]([OH:17])=[O:16])=[O:7])=[CH:32][CH:33]=1)=[N+:39]=[N-:40]. The catalyst class is: 95. (9) Reactant: [NH2:1][C:2]1[CH:7]=[C:6]([C:8]([F:11])([F:10])[F:9])[CH:5]=[CH:4][C:3]=1[OH:12].[CH2:13]([C:15]1[C:16]([C:21](O)=[O:22])=[N:17][CH:18]=[N:19][CH:20]=1)[CH3:14].CCN=C=NCCCN(C)C.N1C=CC=CC=1. Product: [CH2:13]([C:15]1[C:16]([C:21]([NH:1][C:2]2[CH:7]=[C:6]([C:8]([F:9])([F:10])[F:11])[CH:5]=[CH:4][C:3]=2[OH:12])=[O:22])=[N:17][CH:18]=[N:19][CH:20]=1)[CH3:14]. The catalyst class is: 6. (10) Reactant: [H-].[Na+].[OH:3][C:4]1[C:13]2[C:8](=[CH:9][CH:10]=[CH:11][CH:12]=2)[C:7]([CH:14]=[O:15])=[CH:6][CH:5]=1.Br[CH2:17][C:18]1[CH:23]=[CH:22][CH:21]=[C:20](Cl)[CH:19]=1.[ClH:25]. Product: [Cl:25][C:19]1[CH:20]=[CH:21][CH:22]=[CH:23][C:18]=1[CH2:17][O:3][C:4]1[C:13]2[C:8](=[CH:9][CH:10]=[CH:11][CH:12]=2)[C:7]([CH:14]=[O:15])=[CH:6][CH:5]=1. The catalyst class is: 9.